This data is from Catalyst prediction with 721,799 reactions and 888 catalyst types from USPTO. The task is: Predict which catalyst facilitates the given reaction. (1) Reactant: [CH:1]([C:3]1([CH2:6][C:7]([O:9][CH2:10][CH3:11])=[O:8])[CH2:5][CH2:4]1)=[CH2:2].CO.[Br:14]Br.C[O-].[Na+].C(=O)(O)[O-].[Na+]. Product: [Br:14][CH2:2][CH2:1][C:3]1([CH2:6][C:7]([O:9][CH2:10][CH3:11])=[O:8])[CH2:5][CH2:4]1. The catalyst class is: 1. (2) The catalyst class is: 40. Reactant: [F:1][C:2]1[CH:3]=[C:4]2[C:8](=[CH:9][CH:10]=1)[N:7]([CH2:11][C:12]1[CH:17]=[CH:16][N:15]=[CH:14][CH:13]=1)[C:6]([C:18]([O:20]CC)=[O:19])=[CH:5]2.[OH-].[K+]. Product: [F:1][C:2]1[CH:3]=[C:4]2[C:8](=[CH:9][CH:10]=1)[N:7]([CH2:11][C:12]1[CH:13]=[CH:14][N:15]=[CH:16][CH:17]=1)[C:6]([C:18]([OH:20])=[O:19])=[CH:5]2.